This data is from Full USPTO retrosynthesis dataset with 1.9M reactions from patents (1976-2016). The task is: Predict the reactants needed to synthesize the given product. (1) Given the product [Cl:1][C:2]1[CH:18]=[C:17]([N+:19]([O-:21])=[O:20])[CH:16]=[CH:15][C:3]=1[O:4][C:5]1[CH:13]=[CH:12][CH:11]=[C:10]2[C:6]=1[CH2:7][CH2:8][C:9]2([C:24]([F:27])([F:26])[F:25])[OH:14], predict the reactants needed to synthesize it. The reactants are: [Cl:1][C:2]1[CH:18]=[C:17]([N+:19]([O-:21])=[O:20])[CH:16]=[CH:15][C:3]=1[O:4][C:5]1[CH:13]=[CH:12][CH:11]=[C:10]2[C:6]=1[CH2:7][CH2:8][C:9]2=[O:14].C[Si](C)(C)[C:24]([F:27])([F:26])[F:25].[F-].C([N+](CCCC)(CCCC)CCCC)CCC.O1CCCC1.Cl. (2) Given the product [O:17]1[C:8]2([CH2:7][CH2:6][CH:5]([CH2:4][OH:12])[CH2:2][CH2:9]2)[O:10][CH2:14][CH2:18]1, predict the reactants needed to synthesize it. The reactants are: B1[CH:6]2[CH2:7][CH2:8][CH2:9][CH:2]1C[CH2:4][CH2:5]2.[OH-:10].[Na+].[OH:12]O.[CH2:14]1[CH2:18][O:17]CC1. (3) Given the product [F:22][C:4]1[CH:3]=[C:2]([NH:1][CH:24]([CH3:26])[CH3:23])[CH:7]=[CH:6][C:5]=1[N:8]1[CH2:12][CH2:11][C@H:10]([NH:13][C:14](=[O:20])[O:15][C:16]([CH3:18])([CH3:19])[CH3:17])[C:9]1=[O:21], predict the reactants needed to synthesize it. The reactants are: [NH2:1][C:2]1[CH:7]=[CH:6][C:5]([N:8]2[CH2:12][CH2:11][C@H:10]([NH:13][C:14](=[O:20])[O:15][C:16]([CH3:19])([CH3:18])[CH3:17])[C:9]2=[O:21])=[C:4]([F:22])[CH:3]=1.[CH3:23][C:24]([CH3:26])=O.[BH4-].[Na+].